Dataset: Full USPTO retrosynthesis dataset with 1.9M reactions from patents (1976-2016). Task: Predict the reactants needed to synthesize the given product. (1) Given the product [N:8]1[CH:13]=[CH:12][CH:11]=[N:10][C:9]=1[N:14]1[CH2:30][CH2:29][C:17]2([CH2:21][NH:20][CH2:19][CH2:18]2)[CH2:16][CH2:15]1, predict the reactants needed to synthesize it. The reactants are: C(O)(C(F)(F)F)=O.[N:8]1[CH:13]=[CH:12][CH:11]=[N:10][C:9]=1[N:14]1[CH2:30][CH2:29][C:17]2([CH2:21][N:20](C(OC(C)(C)C)=O)[CH2:19][CH2:18]2)[CH2:16][CH2:15]1. (2) Given the product [OH:9][CH:4]1[CH2:5][CH2:6][N:7]([C:10]([O:12][C:13]([CH3:16])([CH3:15])[CH3:14])=[O:11])[CH2:8][CH:2]([CH3:1])[CH2:3]1, predict the reactants needed to synthesize it. The reactants are: [CH3:1][CH:2]1[CH2:8][NH:7][CH2:6][CH2:5][CH:4]([OH:9])[CH2:3]1.[C:10](O[C:10]([O:12][C:13]([CH3:16])([CH3:15])[CH3:14])=[O:11])([O:12][C:13]([CH3:16])([CH3:15])[CH3:14])=[O:11]. (3) Given the product [O:25]=[C:11]1[N:10]([CH2:9][CH2:8][N:5]2[CH2:4][CH2:3][CH:2]([NH:1][CH2:37][C:35]3[CH:34]=[CH:33][C:30]4[O:31][CH2:32][C:27](=[O:26])[NH:28][C:29]=4[N:36]=3)[CH2:7][CH2:6]2)[C:15]2[CH:16]=[C:17]([O:20][C:21]([F:24])([F:23])[F:22])[CH:18]=[CH:19][C:14]=2[O:13][CH2:12]1, predict the reactants needed to synthesize it. The reactants are: [NH2:1][CH:2]1[CH2:7][CH2:6][N:5]([CH2:8][CH2:9][N:10]2[C:15]3[CH:16]=[C:17]([O:20][C:21]([F:24])([F:23])[F:22])[CH:18]=[CH:19][C:14]=3[O:13][CH2:12][C:11]2=[O:25])[CH2:4][CH2:3]1.[O:26]=[C:27]1[CH2:32][O:31][C:30]2[CH:33]=[CH:34][C:35]([CH:37]=O)=[N:36][C:29]=2[NH:28]1.C([BH3-])#N.[Na+].